Dataset: Reaction yield outcomes from USPTO patents with 853,638 reactions. Task: Predict the reaction yield, written as a fraction of the theoretical maximum amount of product (1.0 means a 100% yield; for example, 0.34 means a 34% yield). (1) The reactants are C(Cl)(Cl)Cl.[CH3:5][OH:6].[O:7]1[CH2:12][CH2:11][O:10]CC1. The catalyst is O.Cl. The product is [O:6]=[CH:5][C@H:12]([C@H:11]([C@H:12]([CH2:11][OH:10])[OH:7])[OH:10])[OH:7]. The yield is 0.700. (2) The reactants are Br[C:2]1[CH:3]=[C:4]2[C:8](=[CH:9][C:10]=1[N+:11]([O-:13])=[O:12])[N:7]([C:14]([C:27]1[CH:32]=[CH:31][CH:30]=[CH:29][CH:28]=1)([C:21]1[CH:26]=[CH:25][CH:24]=[CH:23][CH:22]=1)[C:15]1[CH:20]=[CH:19][CH:18]=[CH:17][CH:16]=1)[N:6]=[CH:5]2.[C:33]1([CH2:39][NH2:40])[CH:38]=[CH:37][CH:36]=[CH:35][CH:34]=1.CC1(C)C2C(=C(P(C3C=CC=CC=3)C3C=CC=CC=3)C=CC=2)OC2C(P(C3C=CC=CC=3)C3C=CC=CC=3)=CC=CC1=2.C([O-])([O-])=O.[Cs+].[Cs+]. The catalyst is O1CCOCC1.C1C=CC(/C=C/C(/C=C/C2C=CC=CC=2)=O)=CC=1.C1C=CC(/C=C/C(/C=C/C2C=CC=CC=2)=O)=CC=1.C1C=CC(/C=C/C(/C=C/C2C=CC=CC=2)=O)=CC=1.[Pd].[Pd]. The product is [CH2:39]([NH:40][C:2]1[CH:3]=[C:4]2[C:8](=[CH:9][C:10]=1[N+:11]([O-:13])=[O:12])[N:7]([C:14]([C:27]1[CH:32]=[CH:31][CH:30]=[CH:29][CH:28]=1)([C:21]1[CH:26]=[CH:25][CH:24]=[CH:23][CH:22]=1)[C:15]1[CH:20]=[CH:19][CH:18]=[CH:17][CH:16]=1)[N:6]=[CH:5]2)[C:33]1[CH:38]=[CH:37][CH:36]=[CH:35][CH:34]=1. The yield is 0.510. (3) The reactants are [N:1]1([C:7]2[CH:12]=[CH:11][C:10]([NH:13][C:14]([C:16]3[NH:17][C:18]4[C:23]([C:24](=[O:26])[CH:25]=3)=[CH:22][C:21]([O:27][CH3:28])=[CH:20][C:19]=4[Br:29])=[O:15])=[CH:9][CH:8]=2)[CH2:6][CH2:5][O:4][CH2:3][CH2:2]1.[H-].[Na+].[CH3:32][Si:33]([CH3:40])([CH3:39])[CH2:34][CH2:35][O:36][CH2:37]Cl.O. The catalyst is CN1CCCC1=O.CO. The product is [N:1]1([C:7]2[CH:12]=[CH:11][C:10]([NH:13][C:14]([C:16]3[CH:25]=[C:24]([O:26][CH2:37][O:36][CH2:35][CH2:34][Si:33]([CH3:40])([CH3:39])[CH3:32])[C:23]4[C:18](=[C:19]([Br:29])[CH:20]=[C:21]([O:27][CH3:28])[CH:22]=4)[N:17]=3)=[O:15])=[CH:9][CH:8]=2)[CH2:6][CH2:5][O:4][CH2:3][CH2:2]1. The yield is 0.800. (4) The reactants are C([O:3][C:4](=O)/[CH:5]=[C:6](/[C:8]1[CH:13]=[CH:12][C:11]([Cl:14])=[C:10]([Cl:15])[CH:9]=1)\[CH3:7])C.Cl.[NH2:18][C:19]([NH2:21])=[NH:20].C[O-].[Na+]. The catalyst is CN1C(=O)CCC1. The product is [NH2:20][C:19]1[NH:21][C:4](=[O:3])[CH2:5][C:6]([C:8]2[CH:13]=[CH:12][C:11]([Cl:14])=[C:10]([Cl:15])[CH:9]=2)([CH3:7])[N:18]=1. The yield is 0.330. (5) The reactants are [F:1][C:2]1[CH:7]=[CH:6][CH:5]=[CH:4][C:3]=1[C:8]1([CH:14]([C:16]2[CH:28]=[CH:27][C:19]3[N:20]=[C:21]([NH:23][CH:24]([CH3:26])[CH3:25])[S:22][C:18]=3[CH:17]=2)[OH:15])SCCCS1.C[OH:30].C(Cl)Cl. The catalyst is C(#N)C.O.CCOC(C)=O. The product is [F:1][C:2]1[CH:7]=[CH:6][CH:5]=[CH:4][C:3]=1[C:8](=[O:30])[CH:14]([OH:15])[C:16]1[CH:28]=[CH:27][C:19]2[N:20]=[C:21]([NH:23][CH:24]([CH3:26])[CH3:25])[S:22][C:18]=2[CH:17]=1. The yield is 0.200. (6) The reactants are [F-].C([N+](CCCC)(CCCC)CCCC)CCC.O1CCCC1.[CH3:24][O:25][C:26](=[O:67])[CH2:27][C:28]1[CH:33]=[CH:32][C:31]([C:34]2[CH:39]=[CH:38][C:37]([C:40]([CH2:63][CH3:64])([C:43]3[CH:48]=[CH:47][C:46]([C:49]#[C:50][C:51]4([O:57][Si](C)(C)C)[CH2:56][CH2:55][CH2:54][CH2:53][CH2:52]4)=[C:45]([CH3:62])[CH:44]=3)[CH2:41][CH3:42])=[CH:36][C:35]=2[CH3:65])=[CH:30][C:29]=1[F:66].[Cl-].[NH4+]. No catalyst specified. The product is [CH3:24][O:25][C:26](=[O:67])[CH2:27][C:28]1[CH:33]=[CH:32][C:31]([C:34]2[CH:39]=[CH:38][C:37]([C:40]([CH2:63][CH3:64])([C:43]3[CH:48]=[CH:47][C:46]([C:49]#[C:50][C:51]4([OH:57])[CH2:56][CH2:55][CH2:54][CH2:53][CH2:52]4)=[C:45]([CH3:62])[CH:44]=3)[CH2:41][CH3:42])=[CH:36][C:35]=2[CH3:65])=[CH:30][C:29]=1[F:66]. The yield is 0.920.